Dataset: Reaction yield outcomes from USPTO patents with 853,638 reactions. Task: Predict the reaction yield, written as a fraction of the theoretical maximum amount of product (1.0 means a 100% yield; for example, 0.34 means a 34% yield). (1) The reactants are [NH:1]1[CH2:5][CH2:4][CH2:3][CH2:2]1.CC(C1C=C(C(C)C)C(C2C=CC=CC=2P(C2CCCCC2)C2CCCCC2)=C(C(C)C)C=1)C.CC([O-])(C)C.[Na+].Br[C:47]1[CH:48]=[C:49]2[C:58](=[C:59]3[C:64]=1[CH:63]=[CH:62][CH:61]=[N:60]3)[NH:57][S:56](=[O:66])(=[O:65])[C:55]1[C:50]2=[CH:51][CH:52]=[CH:53][CH:54]=1. The catalyst is CO.C1C=CC(/C=C/C(/C=C/C2C=CC=CC=2)=O)=CC=1.C1C=CC(/C=C/C(/C=C/C2C=CC=CC=2)=O)=CC=1.C1C=CC(/C=C/C(/C=C/C2C=CC=CC=2)=O)=CC=1.[Pd].[Pd].C1(C)C=CC=CC=1. The product is [N:1]1([C:47]2[CH:48]=[C:49]3[C:58](=[C:59]4[C:64]=2[CH:63]=[CH:62][CH:61]=[N:60]4)[NH:57][S:56](=[O:66])(=[O:65])[C:55]2[C:50]3=[CH:51][CH:52]=[CH:53][CH:54]=2)[CH2:5][CH2:4][CH2:3][CH2:2]1. The yield is 0.340. (2) The reactants are [NH2:1][C:2]1[N:7]([CH3:8])[C:6](=[O:9])[CH:5]=[C:4]([CH2:10][CH2:11][C:12]2[CH:17]=[CH:16][CH:15]=[C:14](Br)[CH:13]=2)[N:3]=1.[S:19]1[CH:23]=[CH:22][CH:21]=[C:20]1B(O)O.C(=O)([O-])[O-].[Cs+].[Cs+]. The catalyst is C(COC)OC.O.C(O)C. The product is [NH2:1][C:2]1[N:7]([CH3:8])[C:6](=[O:9])[CH:5]=[C:4]([CH2:10][CH2:11][C:12]2[CH:17]=[CH:16][CH:15]=[C:14]([C:20]3[S:19][CH:23]=[CH:22][CH:21]=3)[CH:13]=2)[N:3]=1. The yield is 0.450. (3) The reactants are [C:1]([O:5][C:6]([NH:8][C@@H:9]([CH2:13][C:14]1[CH:19]=[CH:18][C:17]([O:20][CH2:21][C:22]2[CH:27]=[CH:26][CH:25]=[CH:24][CH:23]=2)=[C:16]([O:28][CH2:29][C:30]2[CH:35]=[CH:34][CH:33]=[CH:32][CH:31]=2)[CH:15]=1)[C:10]([OH:12])=[O:11])=[O:7])([CH3:4])([CH3:3])[CH3:2].[C:36]([O:44][CH2:45][C@H:46](O)[CH3:47])(=[O:43])[C:37]1[CH:42]=[CH:41][CH:40]=[CH:39][CH:38]=1.Cl.CN(C)CCCN=C=NCC. The catalyst is CN(C)C1C=CN=CC=1.ClCCl. The product is [C:1]([O:5][C:6]([NH:8][C@@H:9]([CH2:13][C:14]1[CH:19]=[CH:18][C:17]([O:20][CH2:21][C:22]2[CH:27]=[CH:26][CH:25]=[CH:24][CH:23]=2)=[C:16]([O:28][CH2:29][C:30]2[CH:35]=[CH:34][CH:33]=[CH:32][CH:31]=2)[CH:15]=1)[C:10]([O:12][C@H:46]([CH3:47])[CH2:45][O:44][C:36]([C:37]1[CH:42]=[CH:41][CH:40]=[CH:39][CH:38]=1)=[O:43])=[O:11])=[O:7])([CH3:4])([CH3:2])[CH3:3]. The yield is 0.450. (4) The reactants are [BrH:1].[F:2][C:3]1[CH:9]=[CH:8][C:6](N)=[CH:5][C:4]=1[O:10][CH3:11].N([O-])=O.[Na+]. The catalyst is O.[Cu]. The product is [Br:1][C:6]1[CH:8]=[CH:9][C:3]([F:2])=[C:4]([O:10][CH3:11])[CH:5]=1. The yield is 0.700. (5) The reactants are [S:1]1[CH:5]=[CH:4][N:3]=[C:2]1[N:6]1[CH2:11][CH2:10][NH:9][CH2:8][CH2:7]1.BrC1SC=CN=1.[Cl:18][C:19]1[CH:20]=[C:21]([C:25]2[CH:30]=[CH:29][C:28]([C:31](O)=[O:32])=[CH:27][CH:26]=2)[CH:22]=[CH:23][CH:24]=1.C(Cl)CCl.C1C=CC2N(O)N=NC=2C=1. The catalyst is C(Cl)Cl.O.CCOC(C)=O. The product is [Cl:18][C:19]1[CH:20]=[C:21]([C:25]2[CH:30]=[CH:29][C:28]([C:31]([N:9]3[CH2:8][CH2:7][N:6]([C:2]4[S:1][CH:5]=[CH:4][N:3]=4)[CH2:11][CH2:10]3)=[O:32])=[CH:27][CH:26]=2)[CH:22]=[CH:23][CH:24]=1. The yield is 0.640. (6) The product is [CH3:16][C:5]1[C:6]2[S:10][CH:9]=[N:8][C:7]=2[CH:11]=[CH:12][C:4]=1[N+:1]([O-:3])=[O:2]. The yield is 0.460. The reactants are [N+:1]([C:4]1[CH:12]=[CH:11][C:7]2[N:8]=[CH:9][S:10][C:6]=2[CH:5]=1)([O-:3])=[O:2].C[Mg+].[Br-].[CH:16](Cl)(Cl)Cl. The catalyst is C1COCC1. (7) The reactants are [C:1]1([S:7]([C:10]2[CH:11]=[C:12]3[C:17](=[CH:18][CH:19]=2)[CH:16]([CH2:20][NH2:21])[CH2:15][CH2:14][CH2:13]3)(=[O:9])=[O:8])[CH:6]=[CH:5][CH:4]=[CH:3][CH:2]=1.I.CS[C:25]1[NH:26][CH2:27][CH2:28][N:29]=1. The catalyst is C(Cl)Cl. The product is [C:1]1([S:7]([C:10]2[CH:11]=[C:12]3[C:17](=[CH:18][CH:19]=2)[CH:16]([CH2:20][NH:21][C:25]2[NH:29][CH2:28][CH2:27][N:26]=2)[CH2:15][CH2:14][CH2:13]3)(=[O:9])=[O:8])[CH:2]=[CH:3][CH:4]=[CH:5][CH:6]=1. The yield is 0.470. (8) The reactants are C([O:4][C@H:5]1[CH2:9][C@H:8]([N:10]2[C:14]3[N:15]=[CH:16][N:17]=[C:18]([CH2:19][CH2:20][C:21]4[CH:26]=[CH:25][CH:24]=[CH:23][CH:22]=4)[C:13]=3[C:12]([C:27]#[C:28][Si](C)(C)C)=[CH:11]2)[O:7][C@@H:6]1[CH2:33][O:34][S:35]([NH2:38])(=[O:37])=[O:36])(=O)C.C([O-])([O-])=O.[K+].[K+]. The catalyst is CO.C(Cl)Cl. The product is [S:35](=[O:36])(=[O:37])([O:34][CH2:33][C@@H:6]1[C@@H:5]([OH:4])[CH2:9][C@H:8]([N:10]2[C:14]3[N:15]=[CH:16][N:17]=[C:18]([CH2:19][CH2:20][C:21]4[CH:26]=[CH:25][CH:24]=[CH:23][CH:22]=4)[C:13]=3[C:12]([C:27]#[CH:28])=[CH:11]2)[O:7]1)[NH2:38]. The yield is 0.620. (9) The product is [OH:8][C@@H:9]1[CH2:22][C@@H:12]2[O:13][C:14](=[O:21])[CH2:15][CH2:16][CH2:17][CH:18]=[CH:19][CH2:20][C@@H:11]2[C@H:10]1/[CH:23]=[CH:24]/[C@@H:25]([OH:38])[CH2:26][O:27][C:28]1[CH:33]=[CH:32][CH:31]=[C:30]([C:34]([F:37])([F:35])[F:36])[CH:29]=1. The yield is 0.800. The reactants are [Si]([O:8][C@@H:9]1[CH2:22][C@@H:12]2[O:13][C:14](=[O:21])[CH2:15][CH2:16][CH2:17][CH:18]=[CH:19][CH2:20][C@@H:11]2[C@H:10]1/[CH:23]=[CH:24]/[C@@H:25]([O:38][Si](CC)(CC)CC)[CH2:26][O:27][C:28]1[CH:33]=[CH:32][CH:31]=[C:30]([C:34]([F:37])([F:36])[F:35])[CH:29]=1)(C(C)(C)C)(C)C.CCCC[N+](CCCC)(CCCC)CCCC.[F-]. No catalyst specified.